This data is from Full USPTO retrosynthesis dataset with 1.9M reactions from patents (1976-2016). The task is: Predict the reactants needed to synthesize the given product. (1) Given the product [CH2:2]([CH:3]1[CH2:8][CH2:7][CH:6]([NH:9][C:10]([NH:14][CH:15]2[CH2:20][CH2:19][N:18]([C:21](=[O:26])[CH:22]([CH3:25])[CH3:23])[CH2:17][CH2:16]2)=[O:11])[CH2:5][CH2:4]1)[CH3:27], predict the reactants needed to synthesize it. The reactants are: F[C:2](F)(F)[C:3]1[CH:8]=[CH:7][C:6]([N:9]=[C:10]=[O:11])=[CH:5][CH:4]=1.[NH2:14][CH:15]1[CH2:20][CH2:19][N:18]([C:21](=[O:26])[CH:22]([CH3:25])[CH2:23]C)[CH2:17][CH2:16]1.[CH2:27](Cl)Cl. (2) The reactants are: [NH:1]1[C:9]2[C:4](=[CH:5][CH:6]=[CH:7][CH:8]=2)[C:3]([NH:10][C:11](=[O:15])OCC)=[N:2]1.[Cl:16][C:17]1[CH:18]=[C:19]([N:24]2[CH2:29][CH2:28][NH:27][CH2:26][CH2:25]2)[CH:20]=[CH:21][C:22]=1[Cl:23].C1CCN2C(=NCCC2)CC1. Given the product [NH:1]1[C:9]2[C:4](=[CH:5][CH:6]=[CH:7][CH:8]=2)[C:3]([NH:10][C:11]([N:27]2[CH2:26][CH2:25][N:24]([C:19]3[CH:20]=[CH:21][C:22]([Cl:23])=[C:17]([Cl:16])[CH:18]=3)[CH2:29][CH2:28]2)=[O:15])=[N:2]1, predict the reactants needed to synthesize it.